This data is from Catalyst prediction with 721,799 reactions and 888 catalyst types from USPTO. The task is: Predict which catalyst facilitates the given reaction. (1) Reactant: [CH2:1]([NH:5][CH2:6][P:7](O)(O)=O)[C:2]([OH:4])=[O:3].O.O.[C:13]([OH:18])(=[O:17])[C:14]([OH:16])=[O:15].[NH3:19]. Product: [CH2:1]([NH:5][CH2:6][PH2:7])[C:2]([O-:4])=[O:3].[NH4+:19].[C:13]([O-:18])(=[O:17])[C:14]([O-:16])=[O:15].[NH4+:5].[NH4+:5]. The catalyst class is: 6. (2) Reactant: [N:1]([C@@H:4]1[CH2:8][CH2:7][NH:6][C@@H:5]1[C:9]([NH:11][C@@H:12]([CH2:17][C:18]1[CH:27]=[CH:26][C:25]2[C:20](=[CH:21][CH:22]=[CH:23][CH:24]=2)[CH:19]=1)[C:13]([O:15][CH3:16])=[O:14])=[O:10])=[N+:2]=[N-:3].CN1CCOCC1.N1C2C(=NC=CC=2)N(O)N=1.[C:45]([O:49][C:50]([NH:52][C@@H:53]([C:57]([CH3:60])([CH3:59])[CH3:58])[C:54](O)=[O:55])=[O:51])([CH3:48])([CH3:47])[CH3:46].C(Cl)CCl. Product: [N:1]([C@@H:4]1[CH2:8][CH2:7][N:6]([C:54](=[O:55])[C@@H:53]([NH:52][C:50]([O:49][C:45]([CH3:48])([CH3:47])[CH3:46])=[O:51])[C:57]([CH3:60])([CH3:59])[CH3:58])[C@@H:5]1[C:9]([NH:11][C@@H:12]([CH2:17][C:18]1[CH:27]=[CH:26][C:25]2[C:20](=[CH:21][CH:22]=[CH:23][CH:24]=2)[CH:19]=1)[C:13]([O:15][CH3:16])=[O:14])=[O:10])=[N+:2]=[N-:3]. The catalyst class is: 2.